Dataset: Forward reaction prediction with 1.9M reactions from USPTO patents (1976-2016). Task: Predict the product of the given reaction. Given the reactants C(O[C@H]1C2C(=CC(OCCC)=CC=2)[C@@H](N)C1)C=C.[NH2:19][CH:20]([C:25]1[CH:30]=[C:29]([CH3:31])[CH:28]=[C:27]([CH3:32])[CH:26]=1)[CH2:21][C:22]([OH:24])=O.[C:33](O)([C:35]([F:38])([F:37])[F:36])=[O:34].FC(F)(F)C(OC(=O)C(F)(F)F)=O, predict the reaction product. The product is: [CH3:32][C:27]1[CH:28]=[C:29]([CH3:31])[CH:30]=[C:25]2[C:26]=1[C:22](=[O:24])[CH2:21][CH:20]2[NH:19][C:33](=[O:34])[C:35]([F:38])([F:37])[F:36].